This data is from Forward reaction prediction with 1.9M reactions from USPTO patents (1976-2016). The task is: Predict the product of the given reaction. (1) The product is: [CH:1]1([C:4]2[N:9]=[C:8]([S:10]([CH3:13])(=[O:11])=[O:12])[N:7]=[C:6]([C:14]([O:16][CH3:17])=[O:15])[CH:5]=2)[CH2:2][CH2:3]1. Given the reactants [CH:1]1([C:4]2[N:9]=[C:8]([S:10]([CH3:13])(=[O:12])=[O:11])[N:7]=[C:6]([C:14]([OH:16])=[O:15])[CH:5]=2)[CH2:3][CH2:2]1.[CH3:17][Si](C=[N+]=[N-])(C)C.C(O)(=O)C, predict the reaction product. (2) Given the reactants Cl.[NH2:2]O.[CH2:4]([O:11][C:12]1[CH:17]=[C:16]([O:18][CH2:19][C:20]2[CH:25]=[CH:24][CH:23]=[CH:22][CH:21]=2)[C:15]([Cl:26])=[CH:14][C:13]=1[C:27](=[O:34])[CH:28]=[C:29](O)[C:30]([O-:32])=[O:31])[C:5]1[CH:10]=[CH:9][CH:8]=[CH:7][CH:6]=1.[CH3:35][CH2:36]O, predict the reaction product. The product is: [CH2:4]([O:11][C:12]1[CH:17]=[C:16]([O:18][CH2:19][C:20]2[CH:21]=[CH:22][CH:23]=[CH:24][CH:25]=2)[C:15]([Cl:26])=[CH:14][C:13]=1[C:27]1[O:34][N:2]=[C:29]([C:30]([O:32][CH2:35][CH3:36])=[O:31])[CH:28]=1)[C:5]1[CH:10]=[CH:9][CH:8]=[CH:7][CH:6]=1. (3) Given the reactants [CH:1]1[CH:6]=[CH:5][C:4]([P-:7][C:8]2[CH:13]=[CH:12][CH:11]=[CH:10][CH:9]=2)=[CH:3][CH:2]=1.[K+].F[C:16]1[CH:21]=[CH:20][CH:19]=[CH:18][C:17]=1[NH:22][C:23]1[C:28]([CH:29]([CH3:31])[CH3:30])=[CH:27][CH:26]=[CH:25][C:24]=1[CH:32]([CH3:34])[CH3:33], predict the reaction product. The product is: [C:8]1([P:7]([C:4]2[CH:3]=[CH:2][CH:1]=[CH:6][CH:5]=2)[C:16]2[CH:21]=[CH:20][CH:19]=[CH:18][C:17]=2[NH:22][C:23]2[C:28]([CH:29]([CH3:31])[CH3:30])=[CH:27][CH:26]=[CH:25][C:24]=2[CH:32]([CH3:34])[CH3:33])[CH:9]=[CH:10][CH:11]=[CH:12][CH:13]=1. (4) The product is: [Br:8][C:4]1[CH:3]=[C:2]([CH:7]=[CH:6][CH:5]=1)[CH:20]([OH:21])[C:19]1[CH:22]=[CH:23][C:16]([O:15][CH3:14])=[CH:17][CH:18]=1. Given the reactants Br[C:2]1[CH:7]=[CH:6][CH:5]=[C:4]([Br:8])[CH:3]=1.[Li]CCCC.[CH3:14][O:15][C:16]1[CH:23]=[CH:22][C:19]([CH:20]=[O:21])=[CH:18][CH:17]=1, predict the reaction product. (5) Given the reactants Cl[CH2:2][C:3]([C:5]1[CH:6]=[C:7]2[C:11](=[CH:12][CH:13]=1)[C:10]([CH3:15])([CH3:14])[C:9](=[O:16])[C:8]2([CH3:18])[CH3:17])=[O:4].Cl.[N:20]1([C:26]2[C:30]3[CH:31]=[CH:32][CH:33]=[CH:34][C:29]=3[O:28][N:27]=2)[CH2:25][CH2:24][NH:23][CH2:22][CH2:21]1.C(=O)([O-])[O-].[K+].[K+].[I-].[Na+], predict the reaction product. The product is: [O:28]1[C:29]2[CH:34]=[CH:33][CH:32]=[CH:31][C:30]=2[C:26]([N:20]2[CH2:21][CH2:22][N:23]([CH2:2][C:3]([C:5]3[CH:6]=[C:7]4[C:11](=[CH:12][CH:13]=3)[C:10]([CH3:15])([CH3:14])[C:9](=[O:16])[C:8]4([CH3:18])[CH3:17])=[O:4])[CH2:24][CH2:25]2)=[N:27]1. (6) Given the reactants [CH:1]1([N:6]2[CH2:12][C:11]([F:14])([F:13])[C:10](=[O:15])[N:9]([CH3:16])[C:8]3[CH:17]=[N:18][C:19]([NH:21][C:22]4[CH:30]=[CH:29][C:25]([C:26]([OH:28])=O)=[CH:24][C:23]=4[O:31][CH3:32])=[N:20][C:7]2=3)[CH2:5][CH2:4][CH2:3][CH2:2]1.C([N:35](C(C)C)C(C)C)C.[N:42]1[CH:47]=[CH:46][C:45](N)=[CH:44][CH:43]=1, predict the reaction product. The product is: [CH:1]1([N:6]2[CH2:12][C:11]([F:13])([F:14])[C:10](=[O:15])[N:9]([CH3:16])[C:8]3[CH:17]=[N:18][C:19]([NH:21][C:22]4[CH:30]=[CH:29][C:25]([C:26]([NH:35][C:44]5[CH:43]=[N:42][CH:47]=[CH:46][CH:45]=5)=[O:28])=[CH:24][C:23]=4[O:31][CH3:32])=[N:20][C:7]2=3)[CH2:5][CH2:4][CH2:3][CH2:2]1. (7) Given the reactants CC1C(=O)CC(N2CC3C(=CC=CC=3)N(CCNC3N=CN=C4C=3N=CN4COCC[Si](C)(C)C)C2)=C(C=1)[C:7]#[N:8].O[C:42]1[CH:43]=[C:44]([N:48]2[C:57](=[O:58])[C:56]3[C:51](=[CH:52][CH:53]=[CH:54][C:55]=3[CH3:59])[N:50]=[C:49]2[CH:60]([NH:62][C:63]2[N:71]=[CH:70][N:69]=[C:68]3[C:64]=2[N:65]=[CH:66][NH:67]3)[CH3:61])[CH:45]=[CH:46][CH:47]=1, predict the reaction product. The product is: [CH3:59][C:55]1[CH:54]=[CH:53][CH:52]=[C:51]2[C:56]=1[C:57](=[O:58])[N:48]([C:44]1[CH:45]=[CH:46][CH:47]=[CH:42][C:43]=1[C:7]#[N:8])[C:49]([CH:60]([NH:62][C:63]1[N:71]=[CH:70][N:69]=[C:68]3[C:64]=1[N:65]=[CH:66][NH:67]3)[CH3:61])=[N:50]2. (8) Given the reactants Cl.[CH2:2]([O:4][C:5](=[O:31])[CH:6]([NH:21][C:22]1[CH:27]=[CH:26][C:25]([C:28](=[NH:30])[NH2:29])=[CH:24][CH:23]=1)[C:7]1[CH:12]=[C:11]([O:13][CH2:14][CH3:15])[C:10]([O:16][CH2:17][CH2:18][OH:19])=[CH:9][C:8]=1[F:20])[CH3:3].Cl[C:33]([O:35][CH2:36][CH3:37])=[O:34].C(N(CC)CC)C.C(Cl)Cl.CC(C)=O, predict the reaction product. The product is: [CH2:2]([O:4][C:5](=[O:31])[CH:6]([NH:21][C:22]1[CH:27]=[CH:26][C:25]([C:28]([NH2:29])=[N:30][C:33]([O:35][CH2:36][CH3:37])=[O:34])=[CH:24][CH:23]=1)[C:7]1[CH:12]=[C:11]([O:13][CH2:14][CH3:15])[C:10]([O:16][CH2:17][CH2:18][OH:19])=[CH:9][C:8]=1[F:20])[CH3:3].